Dataset: hERG potassium channel inhibition data for cardiac toxicity prediction from Karim et al.. Task: Regression/Classification. Given a drug SMILES string, predict its toxicity properties. Task type varies by dataset: regression for continuous values (e.g., LD50, hERG inhibition percentage) or binary classification for toxic/non-toxic outcomes (e.g., AMES mutagenicity, cardiotoxicity, hepatotoxicity). Dataset: herg_karim. (1) The compound is CS(=O)(=O)NCC(NC(=O)C1(N)CCN(c2ncnc3[nH]ccc23)CC1)c1ccc(Cl)cc1. The result is 0 (non-blocker). (2) The result is 1 (blocker). The compound is N[C@H](COc1cccc2ccc(=O)[nH]c12)CN1CCC2(CC1)Cc1cc(F)ccc1O2.